From a dataset of Forward reaction prediction with 1.9M reactions from USPTO patents (1976-2016). Predict the product of the given reaction. Given the reactants [C:1]([O:5][C:6]([NH:8][CH:9]([C:13]1[CH:18]=[CH:17][C:16]([Cl:19])=[CH:15][CH:14]=1)[C:10]([OH:12])=O)=[O:7])([CH3:4])([CH3:3])[CH3:2].C[N:21]1CCO[CH2:23][CH2:22]1.ClC(OCC(C)C)=O.C(N)C, predict the reaction product. The product is: [Cl:19][C:16]1[CH:17]=[CH:18][C:13]([CH:9]([NH:8][C:6](=[O:7])[O:5][C:1]([CH3:2])([CH3:3])[CH3:4])[C:10]([NH:21][CH2:22][CH3:23])=[O:12])=[CH:14][CH:15]=1.